Predict the reactants needed to synthesize the given product. From a dataset of Full USPTO retrosynthesis dataset with 1.9M reactions from patents (1976-2016). (1) Given the product [Cl:30][C:7]1[CH:8]=[C:9]2[C:14](=[C:5]([C:3]([OH:4])=[O:2])[CH:6]=1)[NH:13][CH:12]([C:15]1[CH:20]=[CH:19][CH:18]=[C:17]([N:21]3[CH2:26][CH2:25][N:24]([CH3:27])[CH2:23][CH2:22]3)[CH:16]=1)[C:11]([CH3:29])([CH3:28])[CH2:10]2, predict the reactants needed to synthesize it. The reactants are: C[O:2][C:3]([C:5]1[CH:6]=[C:7]([Cl:30])[CH:8]=[C:9]2[C:14]=1[NH:13][CH:12]([C:15]1[CH:20]=[CH:19][CH:18]=[C:17]([N:21]3[CH2:26][CH2:25][N:24]([CH3:27])[CH2:23][CH2:22]3)[CH:16]=1)[C:11]([CH3:29])([CH3:28])[CH2:10]2)=[O:4].[OH-].[Na+].Cl. (2) Given the product [C:1]([C:3]1[CH:8]=[CH:7][C:6]([C:9]2([CH2:28][O:29][CH2:30][CH:31]=[CH2:32])[C:13](=[O:14])[N:12]([C:15]3[CH:22]=[CH:21][C:18]([C:19]#[N:20])=[C:17]([C:23]([F:26])([F:24])[F:25])[CH:16]=3)[C:11](=[O:27])[N:10]2[CH3:33])=[CH:5][CH:4]=1)#[N:2], predict the reactants needed to synthesize it. The reactants are: [C:1]([C:3]1[CH:8]=[CH:7][C:6]([C:9]2([CH2:28][O:29][CH2:30][CH:31]=[CH2:32])[C:13](=[O:14])[N:12]([C:15]3[CH:22]=[CH:21][C:18]([C:19]#[N:20])=[C:17]([C:23]([F:26])([F:25])[F:24])[CH:16]=3)[C:11](=[O:27])[NH:10]2)=[CH:5][CH:4]=1)#[N:2].[C:33](=O)([O-])[O-].[K+].[K+].CI.